From a dataset of Forward reaction prediction with 1.9M reactions from USPTO patents (1976-2016). Predict the product of the given reaction. (1) Given the reactants [OH:1][C:2]1[CH:7]=[CH:6][C:5]([S:8][C:9]2[S:10][C:11]([CH2:20][CH2:21][C:22]([O:24][CH3:25])=[O:23])=[C:12]([C:14]3[CH:19]=[CH:18][CH:17]=[CH:16][CH:15]=3)[N:13]=2)=[CH:4][CH:3]=1.Cl[CH2:27][C:28]1[N:29]=[C:30]([C:34]2[CH:39]=[CH:38][CH:37]=[CH:36][CH:35]=2)[O:31][C:32]=1[CH3:33].C(=O)([O-])[O-].[K+].[K+].CN(C)C=O, predict the reaction product. The product is: [CH3:33][C:32]1[O:31][C:30]([C:34]2[CH:35]=[CH:36][CH:37]=[CH:38][CH:39]=2)=[N:29][C:28]=1[CH2:27][O:1][C:2]1[CH:7]=[CH:6][C:5]([S:8][C:9]2[S:10][C:11]([CH2:20][CH2:21][C:22]([O:24][CH3:25])=[O:23])=[C:12]([C:14]3[CH:19]=[CH:18][CH:17]=[CH:16][CH:15]=3)[N:13]=2)=[CH:4][CH:3]=1. (2) Given the reactants C[O:2][C:3](=[O:25])[C:4]1[CH:9]=[CH:8][C:7]([NH:10][C:11]2[N:16]=[C:15]([NH:17][C:18]3[CH:23]=[CH:22][C:21]([F:24])=[CH:20][CH:19]=3)[CH:14]=[CH:13][N:12]=2)=[CH:6][CH:5]=1.[OH-].[Na+].O.O1CCOCC1, predict the reaction product. The product is: [F:24][C:21]1[CH:20]=[CH:19][C:18]([NH:17][C:15]2[CH:14]=[CH:13][N:12]=[C:11]([NH:10][C:7]3[CH:8]=[CH:9][C:4]([C:3]([OH:25])=[O:2])=[CH:5][CH:6]=3)[N:16]=2)=[CH:23][CH:22]=1. (3) Given the reactants C[O:2][C:3](=O)[CH2:4][N:5]([S:11]([C:14]1[CH:19]=[CH:18][C:17]([N:20]2[C:24]([C:25]3[CH:30]=[CH:29][C:28]([CH3:31])=[CH:27][CH:26]=3)=[CH:23][C:22]([C:32]([F:35])([F:34])[F:33])=[N:21]2)=[CH:16][CH:15]=1)(=[O:13])=[O:12])[CH2:6][C:7](OC)=[O:8].[BH4-].[Na+], predict the reaction product. The product is: [OH:8][CH2:7][CH2:6][N:5]([CH2:4][CH2:3][OH:2])[S:11]([C:14]1[CH:19]=[CH:18][C:17]([N:20]2[C:24]([C:25]3[CH:30]=[CH:29][C:28]([CH3:31])=[CH:27][CH:26]=3)=[CH:23][C:22]([C:32]([F:33])([F:35])[F:34])=[N:21]2)=[CH:16][CH:15]=1)(=[O:13])=[O:12]. (4) Given the reactants Br[C:2]1[N:10]=[CH:9][N:8]=[C:7]2[C:3]=1[N:4]=[CH:5][NH:6]2.[NH2:11][CH:12]([C:15]1[N:16]=[C:17]2[CH:26]=[CH:25][CH:24]=[C:23]([CH3:27])[N:18]2[C:19](=[O:22])[C:20]=1[I:21])[CH2:13][CH3:14].C(N(CC)C(C)C)(C)C, predict the reaction product. The product is: [I:21][C:20]1[C:19](=[O:22])[N:18]2[C:23]([CH3:27])=[CH:24][CH:25]=[CH:26][C:17]2=[N:16][C:15]=1[CH:12]([NH:11][C:2]1[N:10]=[CH:9][N:8]=[C:7]2[C:3]=1[N:4]=[CH:5][NH:6]2)[CH2:13][CH3:14]. (5) Given the reactants Cl.[NH:2]1[CH2:7][CH2:6][C:5]2([C:11]3[NH:12][C:13]4[CH:14]=[CH:15][CH:16]=[CH:17][C:18]=4[C:10]=3[CH2:9][CH2:8]2)[CH2:4][CH2:3]1.C(=O)([O-])[O-].[K+].[K+].[C:25](Cl)(=[O:32])[C:26]1[CH:31]=[CH:30][CH:29]=[CH:28][CH:27]=1.C(OCC)(=O)C, predict the reaction product. The product is: [C:25]([N:2]1[CH2:3][CH2:4][C:5]2([C:11]3[NH:12][C:13]4[CH:14]=[CH:15][CH:16]=[CH:17][C:18]=4[C:10]=3[CH2:9][CH2:8]2)[CH2:6][CH2:7]1)(=[O:32])[C:26]1[CH:31]=[CH:30][CH:29]=[CH:28][CH:27]=1. (6) Given the reactants CN(C(ON1N=NC2C=CC=NC1=2)=[N+](C)C)C.F[P-](F)(F)(F)(F)F.[C:25]([O:29][C:30]([NH:32][C@@H:33]([C@H:45]([CH3:53])[CH2:46][CH:47]([CH3:52])[CH2:48][CH2:49][CH:50]=[CH2:51])[C:34]([N:36]1[CH2:40][C@H:39]([OH:41])[CH2:38][C@H:37]1[C:42]([OH:44])=[O:43])=[O:35])=[O:31])([CH3:28])([CH3:27])[CH3:26].Cl.[NH2:55][C@:56]1([C:61]([NH:63][S:64]([C:67]2([CH2:70][F:71])[CH2:69][CH2:68]2)(=[O:66])=[O:65])=[O:62])[CH2:58][C@H:57]1[CH:59]=[CH2:60].C(N(CC)CC)C, predict the reaction product. The product is: [F:71][CH2:70][C:67]1([S:64]([NH:63][C:61]([C@@:56]23[CH2:58][C@H:57]2[CH:51]=[CH:50][CH2:49][CH2:48][CH:47]([CH3:52])[CH2:46][C@@H:45]([CH3:53])[C@H:33]([NH:32][C:30](=[O:31])[O:29][C:25]([CH3:26])([CH3:28])[CH3:27])[C:34](=[O:35])[N:36]2[CH2:40][C@H:39]([OH:41])[CH2:38][C@H:37]2[C:42](=[O:44])[NH:55]3)=[O:62])(=[O:66])=[O:65])[CH2:68][CH2:69]1.[F:71][CH2:70][C:67]1([S:64]([NH:63][C:61]([C@@:56]2([NH:55][C:42]([C@@H:37]3[CH2:38][C@@H:39]([OH:41])[CH2:40][N:36]3[C:34](=[O:35])[C@@H:33]([NH:32][C:30](=[O:31])[O:29][C:25]([CH3:28])([CH3:26])[CH3:27])[C@H:45]([CH3:53])[CH2:46][CH:47]([CH3:52])[CH2:48][CH2:49][CH:50]=[CH2:51])=[O:43])[CH2:58][C@H:57]2[CH:59]=[CH2:60])=[O:62])(=[O:65])=[O:66])[CH2:68][CH2:69]1.